From a dataset of Catalyst prediction with 721,799 reactions and 888 catalyst types from USPTO. Predict which catalyst facilitates the given reaction. (1) Reactant: [C:1]([O:5]CC[O:5][C:1](=[O:4])[CH:2]=[CH2:3])(=[O:4])[CH:2]=[CH2:3].SC(S)(S)C(O)=O.[CH2:20]([C:22]([CH2:27][OH:28])([CH2:25][OH:26])[CH2:23][CH3:24])[OH:21].C(N(CC)CC)C. Product: [C:1]([OH:5])(=[O:4])[CH:2]=[CH2:3].[C:1]([OH:5])(=[O:4])[CH:2]=[CH2:3].[C:1]([OH:5])(=[O:4])[CH:2]=[CH2:3].[CH2:20]([C:22]([CH2:27][OH:28])([CH2:25][OH:26])[CH2:23][CH3:24])[OH:21]. The catalyst class is: 7. (2) Reactant: [NH2:1][C@@H:2]1[CH2:5][C@H:4]([CH2:6][O:7][C:8](=[O:15])[C:9]2[CH:14]=[CH:13][CH:12]=[CH:11][CH:10]=2)[CH2:3]1.[CH2:16]([O:23][C:24](Cl)=[O:25])[C:17]1[CH:22]=[CH:21][CH:20]=[CH:19][CH:18]=1.CCN(C(C)C)C(C)C. Product: [CH2:16]([O:23][C:24]([NH:1][C@@H:2]1[CH2:5][C@H:4]([CH2:6][O:7][C:8](=[O:15])[C:9]2[CH:10]=[CH:11][CH:12]=[CH:13][CH:14]=2)[CH2:3]1)=[O:25])[C:17]1[CH:22]=[CH:21][CH:20]=[CH:19][CH:18]=1. The catalyst class is: 2. (3) Reactant: [Cl:1][C:2]1[CH:7]=[CH:6][C:5]([F:8])=[C:4]([O:9][CH3:10])[CH:3]=1.C([Li])(CC)C.[CH3:16][S:17]SC. Product: [Cl:1][C:2]1[CH:7]=[C:6]([S:17][CH3:16])[C:5]([F:8])=[C:4]([O:9][CH3:10])[CH:3]=1. The catalyst class is: 1. (4) Reactant: [C:1]([OH:5])(=O)[CH2:2][CH3:3].[NH3:6].[N+]([C:10]1[CH:15]=[CH:14][C:13]([OH:16])=[CH:12][CH:11]=1)([O-])=O. Product: [OH:16][C:13]1[CH:14]=[CH:15][C:10]([CH2:3][CH2:2][C:1]([NH2:6])=[O:5])=[CH:11][CH:12]=1. The catalyst class is: 13. (5) Reactant: [OH:1][C:2]1[CH:3]=[C:4]([O:15][C:16]2[CH:17]=[N:18][C:19]([S:22]([CH3:25])(=[O:24])=[O:23])=[CH:20][CH:21]=2)[CH:5]=[C:6]2[C:10]=1[NH:9][C:8]([C:11]([O:13][CH3:14])=[O:12])=[CH:7]2.Cl.O.[C:28](OCC)(=O)C. Product: [CH3:28][O:1][C:2]1[CH:3]=[C:4]([O:15][C:16]2[CH:17]=[N:18][C:19]([S:22]([CH3:25])(=[O:24])=[O:23])=[CH:20][CH:21]=2)[CH:5]=[C:6]2[C:10]=1[NH:9][C:8]([C:11]([O:13][CH3:14])=[O:12])=[CH:7]2. The catalyst class is: 5. (6) Reactant: [C:1]([CH2:4][C:5]1([CH2:11][CH2:12][N:13]2[CH2:18][CH2:17][CH:16]([N:19]([C:27]3[CH:32]=[CH:31][C:30]([CH3:33])=[CH:29][N:28]=3)[C:20]([C:22]3[O:23][CH:24]=[CH:25][CH:26]=3)=[O:21])[CH2:15][CH2:14]2)[CH2:10][CH2:9][CH2:8][CH2:7][CH2:6]1)(=O)[NH2:2].C(N(CC)CC)C.CS(Cl)(=O)=O.O. Product: [C:1]([CH2:4][C:5]1([CH2:11][CH2:12][N:13]2[CH2:18][CH2:17][CH:16]([N:19]([C:27]3[CH:32]=[CH:31][C:30]([CH3:33])=[CH:29][N:28]=3)[C:20]([C:22]3[O:23][CH:24]=[CH:25][CH:26]=3)=[O:21])[CH2:15][CH2:14]2)[CH2:6][CH2:7][CH2:8][CH2:9][CH2:10]1)#[N:2]. The catalyst class is: 4. (7) Reactant: [CH3:1][C:2]1[C:7]([CH3:8])=[CH:6][C:5]([CH3:9])=[CH:4][C:3]=1[OH:10].Br[CH2:12][CH2:13][CH2:14][C:15]([O:17][CH2:18][CH3:19])=[O:16].C(=O)([O-])[O-].[K+].[K+].CN(C)C=O. Product: [CH3:1][C:2]1[C:7]([CH3:8])=[CH:6][C:5]([CH3:9])=[CH:4][C:3]=1[O:10][CH2:12][CH2:13][CH2:14][C:15]([O:17][CH2:18][CH3:19])=[O:16]. The catalyst class is: 69.